Dataset: Full USPTO retrosynthesis dataset with 1.9M reactions from patents (1976-2016). Task: Predict the reactants needed to synthesize the given product. Given the product [CH3:17][N:18]([CH3:20])/[CH:19]=[CH:1]/[C:2]1[CH:11]=[CH:10][C:5]([C:6]([O:8][CH3:9])=[O:7])=[CH:4][C:3]=1[N+:12]([O-:14])=[O:13], predict the reactants needed to synthesize it. The reactants are: [CH3:1][C:2]1[CH:11]=[CH:10][C:5]([C:6]([O:8][CH3:9])=[O:7])=[CH:4][C:3]=1[N+:12]([O-:14])=[O:13].CO[CH:17](OC)[N:18]([CH3:20])[CH3:19].